Task: Predict the product of the given reaction.. Dataset: Forward reaction prediction with 1.9M reactions from USPTO patents (1976-2016) (1) Given the reactants [OH:1][CH2:2][C@H:3]([NH:10][C:11](=[O:18])[C:12]([CH3:17])([CH3:16])[CH2:13][CH:14]=[CH2:15])[C:4]1[CH:9]=[CH:8][CH:7]=[CH:6][CH:5]=1.[CH3:19][C@H:20]([CH2:24][CH:25]=[CH2:26])[C:21](O)=[O:22], predict the reaction product. The product is: [CH3:19][C@H:20]([CH2:24][CH:25]=[CH2:26])[C:21]([O:1][CH2:2][C@H:3]([NH:10][C:11](=[O:18])[C:12]([CH3:17])([CH3:16])[CH2:13][CH:14]=[CH2:15])[C:4]1[CH:9]=[CH:8][CH:7]=[CH:6][CH:5]=1)=[O:22]. (2) Given the reactants [CH2:1]([NH:3][NH2:4])[CH3:2].[C:5](OCC)(=[O:9])[C:6]#[C:7][CH3:8], predict the reaction product. The product is: [CH2:1]([N:3]1[C:5]([OH:9])=[CH:6][C:7]([CH3:8])=[N:4]1)[CH3:2]. (3) Given the reactants [Cl:1][C:2]1[CH:7]=[CH:6][C:5]([C:8]2([C:14]([OH:16])=O)[CH2:13][CH2:12][CH2:11][CH2:10][CH2:9]2)=[CH:4][CH:3]=1.[NH2:17][CH2:18][CH2:19][CH2:20][N:21]1[CH2:26][CH2:25][CH:24]([C:27]2[CH:28]=[C:29]([NH:34][C:35](=[O:39])[CH:36]([CH3:38])[CH3:37])[CH:30]=[CH:31][C:32]=2[F:33])[CH2:23][CH2:22]1, predict the reaction product. The product is: [Cl:1][C:2]1[CH:3]=[CH:4][C:5]([C:8]2([C:14]([NH:17][CH2:18][CH2:19][CH2:20][N:21]3[CH2:22][CH2:23][CH:24]([C:27]4[CH:28]=[C:29]([NH:34][C:35](=[O:39])[CH:36]([CH3:38])[CH3:37])[CH:30]=[CH:31][C:32]=4[F:33])[CH2:25][CH2:26]3)=[O:16])[CH2:9][CH2:10][CH2:11][CH2:12][CH2:13]2)=[CH:6][CH:7]=1. (4) Given the reactants [N+:1]([C:4]1[CH:9]=[CH:8][C:7]([NH:10][C:11]2([CH2:16][OH:17])[CH2:15][CH2:14][CH2:13][CH2:12]2)=[CH:6][CH:5]=1)([O-:3])=[O:2].CO.C([O-])([O-])=O.[Ca+2].[Br-:25].[Br-].[Br-].C([N+](C)(C)C)C1C=CC=CC=1.C([N+](C)(C)C)C1C=CC=CC=1.C([N+](C)(C)C)C1C=CC=CC=1, predict the reaction product. The product is: [Br:25][C:6]1[CH:5]=[C:4]([N+:1]([O-:3])=[O:2])[CH:9]=[CH:8][C:7]=1[NH:10][C:11]1([CH2:16][OH:17])[CH2:15][CH2:14][CH2:13][CH2:12]1.